Dataset: Full USPTO retrosynthesis dataset with 1.9M reactions from patents (1976-2016). Task: Predict the reactants needed to synthesize the given product. (1) The reactants are: S(Cl)(Cl)=O.[CH3:5][C:6]1[CH:14]=[CH:13][C:9]([C:10]([OH:12])=[O:11])=[CH:8][C:7]=1[N+:15]([O-:17])=[O:16].[CH3:18]O. Given the product [CH3:5][C:6]1[CH:14]=[CH:13][C:9]([C:10]([O:12][CH3:18])=[O:11])=[CH:8][C:7]=1[N+:15]([O-:17])=[O:16], predict the reactants needed to synthesize it. (2) The reactants are: Cl[C:2]1[C:11]([C:12]2[CH:17]=[CH:16][CH:15]=[C:14]([F:18])[CH:13]=2)=[CH:10][C:9]2[C:4](=[CH:5][CH:6]=[CH:7][C:8]=2[Cl:19])[N:3]=1.C([Sn](CCCC)(CCCC)C=C)CCC.C[N+]1([O-])CC[O:39][CH2:38]C1. Given the product [Cl:19][C:8]1[CH:7]=[CH:6][CH:5]=[C:4]2[C:9]=1[CH:10]=[C:11]([C:12]1[CH:17]=[CH:16][CH:15]=[C:14]([F:18])[CH:13]=1)[C:2]([CH:38]=[O:39])=[N:3]2, predict the reactants needed to synthesize it. (3) Given the product [Br:1][C:2]1[CH:15]=[CH:14][C:13]2[C:4](=[CH:5][C:6]3[C:11]([CH:12]=2)=[CH:10][CH:9]=[CH:8][CH:7]=3)[CH:3]=1, predict the reactants needed to synthesize it. The reactants are: [Br:1][C:2]1[CH:15]=[CH:14][C:13]2[C:12](=O)[C:11]3[C:6](=[CH:7][CH:8]=[CH:9][CH:10]=3)[C:5](=O)[C:4]=2[CH:3]=1.C(O)(C)C.O1CCCC1.[BH4-].[Na+]. (4) Given the product [F:1][C:2]1[CH:3]=[C:4](/[CH:5]=[CH:23]/[CH:24]=[O:25])[CH:7]=[CH:8][C:9]=1[N:10]1[CH:14]=[CH:13][CH:12]=[N:11]1, predict the reactants needed to synthesize it. The reactants are: [F:1][C:2]1[CH:3]=[C:4]([CH:7]=[CH:8][C:9]=1[N:10]1[CH:14]=[CH:13][CH:12]=[N:11]1)[CH:5]=O.N1(C2C=C[C:23]([CH:24]=[O:25])=CC=2)C=CC=N1. (5) The reactants are: [CH3:1][C:2]1[N:7]=[C:6]([C:8]2[CH:9]=[N:10][CH:11]=[CH:12][CH:13]=2)[CH:5]=[CH:4][C:3]=1[CH2:14][N:15]1[C:20]2[N:21]=[CH:22][CH:23]=[CH:24][C:19]=2[C:18](=O)[C:17]([C:26]([O:28][CH2:29][CH3:30])=[O:27])=[N:16]1.COC1C=CC(P2(SP(C3C=CC(OC)=CC=3)(=S)S2)=[S:40])=CC=1. Given the product [CH3:1][C:2]1[N:7]=[C:6]([C:8]2[CH:9]=[N:10][CH:11]=[CH:12][CH:13]=2)[CH:5]=[CH:4][C:3]=1[CH2:14][N:15]1[C:20]2[N:21]=[CH:22][CH:23]=[CH:24][C:19]=2[C:18](=[S:40])[C:17]([C:26]([O:28][CH2:29][CH3:30])=[O:27])=[N:16]1, predict the reactants needed to synthesize it. (6) Given the product [Cl:24][C:25]1[CH:30]=[C:29]([Cl:31])[CH:28]=[CH:27][C:26]=1[CH2:32][NH:33][C:34]([N:12]1[CH2:13][CH2:14][CH:9]([NH:8][C:3]2[N:4]=[CH:5][CH:6]=[CH:7][N:2]=2)[CH2:10][CH2:11]1)=[O:35], predict the reactants needed to synthesize it. The reactants are: Cl.[N:2]1[CH:7]=[CH:6][CH:5]=[N:4][C:3]=1[NH:8][CH:9]1[CH2:14][CH2:13][NH:12][CH2:11][CH2:10]1.C(N(C(C)C)CC)(C)C.[Cl:24][C:25]1[CH:30]=[C:29]([Cl:31])[CH:28]=[CH:27][C:26]=1[CH2:32][N:33]=[C:34]=[O:35]. (7) Given the product [F:5][C:6]1[CH:35]=[CH:34][CH:33]=[CH:32][C:7]=1[O:8][C:9]1[N:10]=[C:11]([O:28][CH2:29][CH2:30][CH3:31])[C:12]2[N:17]=[C:16]([C:18]3[CH:19]=[C:20]([CH3:27])[C:21]([OH:25])=[C:22]([CH3:24])[CH:23]=3)[O:15][C:13]=2[N:14]=1, predict the reactants needed to synthesize it. The reactants are: B(Br)(Br)Br.[F:5][C:6]1[CH:35]=[CH:34][CH:33]=[CH:32][C:7]=1[O:8][C:9]1[N:10]=[C:11]([O:28][CH2:29][CH2:30][CH3:31])[C:12]2[N:17]=[C:16]([C:18]3[CH:23]=[C:22]([CH3:24])[C:21]([O:25]C)=[C:20]([CH3:27])[CH:19]=3)[O:15][C:13]=2[N:14]=1.C(=O)([O-])O.[Na+].